Dataset: Full USPTO retrosynthesis dataset with 1.9M reactions from patents (1976-2016). Task: Predict the reactants needed to synthesize the given product. (1) The reactants are: F[P-](F)(F)(F)(F)F.N1(OC(N(C)C)=[N+](C)C)C2N=CC=CC=2N=N1.[C:25]([O:29][C:30]([NH:32][C:33]1([C:48](O)=[O:49])[CH2:38][CH2:37][N:36]([C:39]2[C:40]3[CH:47]=[CH:46][NH:45][C:41]=3[N:42]=[CH:43][N:44]=2)[CH2:35][CH2:34]1)=[O:31])([CH3:28])([CH3:27])[CH3:26].C(N(C(C)C)C(C)C)C.[Cl:60][C:61]1[CH:66]=[CH:65][C:64]([CH:67]([NH2:72])[CH2:68][CH2:69][O:70][CH3:71])=[CH:63][CH:62]=1. Given the product [Cl:60][C:61]1[CH:62]=[CH:63][C:64]([CH:67]([NH:72][C:48]([C:33]2([NH:32][C:30](=[O:31])[O:29][C:25]([CH3:28])([CH3:27])[CH3:26])[CH2:34][CH2:35][N:36]([C:39]3[C:40]4[CH:47]=[CH:46][NH:45][C:41]=4[N:42]=[CH:43][N:44]=3)[CH2:37][CH2:38]2)=[O:49])[CH2:68][CH2:69][O:70][CH3:71])=[CH:65][CH:66]=1, predict the reactants needed to synthesize it. (2) Given the product [CH2:30]([NH:32][C:23]([C:21]1[C:20]([CH:26]([CH3:27])[CH3:28])=[C:19]2[N:18]([CH:22]=1)[N:17]=[CH:16][N:15]=[C:14]2[NH:13][C:3]1[CH:4]=[C:5]([C:8]([NH:10][O:11][CH3:12])=[O:9])[CH:6]=[CH:7][C:2]=1[F:1])=[O:25])[CH3:31], predict the reactants needed to synthesize it. The reactants are: [F:1][C:2]1[CH:7]=[CH:6][C:5]([C:8]([NH:10][O:11][CH3:12])=[O:9])=[CH:4][C:3]=1[NH:13][C:14]1[C:19]2=[C:20]([CH:26]([CH3:28])[CH3:27])[C:21]([C:23]([OH:25])=O)=[CH:22][N:18]2[N:17]=[CH:16][N:15]=1.Cl.[CH2:30]([NH2:32])[CH3:31].CN([P+](ON1N=NC2C=CC=CC1=2)(N(C)C)N(C)C)C.F[P-](F)(F)(F)(F)F.CN1CCOCC1. (3) Given the product [CH:10]1([CH2:9][NH:8][C:6](=[O:7])[C:5]2[C:14]([CH:16]([CH3:18])[CH3:17])=[CH:15][C:2]([NH:26][C:22]3[CH:21]=[C:20]([CH3:19])[CH:25]=[CH:24][CH:23]=3)=[N:3][CH:4]=2)[CH2:13][CH2:12][CH2:11]1, predict the reactants needed to synthesize it. The reactants are: Cl[C:2]1[CH:15]=[C:14]([CH:16]([CH3:18])[CH3:17])[C:5]([C:6]([NH:8][CH2:9][CH:10]2[CH2:13][CH2:12][CH2:11]2)=[O:7])=[CH:4][N:3]=1.[CH3:19][C:20]1[CH:21]=[C:22]([NH2:26])[CH:23]=[CH:24][CH:25]=1. (4) Given the product [Br:1][C:2]1[CH:7]=[C:6]2[C:5](=[CH:4][CH:3]=1)[O:23][C:11]1[C:12]([F:22])=[N:13][C:14]([O:16][CH2:17][C:18]([CH3:21])([CH3:20])[CH3:19])=[CH:15][C:10]=1[C:8]2=[O:9], predict the reactants needed to synthesize it. The reactants are: [Br:1][C:2]1[CH:3]=[CH:4][C:5](F)=[C:6]([C:8]([C:10]2[CH:15]=[C:14]([O:16][CH2:17][C:18]([CH3:21])([CH3:20])[CH3:19])[N:13]=[C:12]([F:22])[C:11]=2[O:23]COC)=[O:9])[CH:7]=1.B(Br)(Br)Br.[Cl-].[NH4+].C(=O)([O-])[O-].[Cs+].[Cs+]. (5) The reactants are: [CH:1]1([N:6]2[CH2:11][CH2:10][N:9]([C:12]([C:14]3[CH:15]=[C:16]4[C:20](=[CH:21][CH:22]=3)[NH:19][C:18]([C:23]([OH:25])=O)=[CH:17]4)=[O:13])[CH2:8][CH2:7]2)[CH2:5][CH2:4][CH2:3][CH2:2]1.Cl.F[B-](F)(F)F.N1(OC(N(C)C)=[N+](C)C)C2C=CC=CC=2N=N1.[CH3:49][CH:50]1[CH2:55][CH2:54][NH:53][CH2:52][CH2:51]1.C(N(CC)C(C)C)(C)C. Given the product [CH:1]1([N:6]2[CH2:7][CH2:8][N:9]([C:12]([C:14]3[CH:15]=[C:16]4[C:20](=[CH:21][CH:22]=3)[NH:19][C:18]([C:23]([N:53]3[CH2:54][CH2:55][CH:50]([CH3:49])[CH2:51][CH2:52]3)=[O:25])=[CH:17]4)=[O:13])[CH2:10][CH2:11]2)[CH2:5][CH2:4][CH2:3][CH2:2]1, predict the reactants needed to synthesize it. (6) Given the product [CH:7]1([C:5]#[C:6][Si:13]([C:15]#[C:18][CH:19]2[CH2:21][CH2:20]2)([CH3:1])[CH3:14])[CH2:9][CH2:8]1, predict the reactants needed to synthesize it. The reactants are: [CH2:1]([Mg]Cl)C.[C:5]([CH:7]1[CH2:9][CH2:8]1)#[CH:6].CC.Cl[Si:13](Cl)([CH3:15])[CH3:14].O1[CH2:21][CH2:20][CH2:19][CH2:18]1. (7) Given the product [Si:34]([O:41][CH2:42][CH2:43][NH:44][C:2]1[C:3]2[CH:24]=[CH:23][N:22]([S:25]([C:28]3[CH:33]=[CH:32][CH:31]=[CH:30][CH:29]=3)(=[O:27])=[O:26])[C:4]=2[N:5]=[CH:6][C:7]=1[CH2:8][NH:9][C:10]1[C:15]([F:16])=[C:14]([O:17][CH3:18])[CH:13]=[C:12]([O:19][CH3:20])[C:11]=1[F:21])([C:37]([CH3:39])([CH3:40])[CH3:38])([CH3:36])[CH3:35], predict the reactants needed to synthesize it. The reactants are: Cl[C:2]1[C:7]([CH2:8][NH:9][C:10]2[C:15]([F:16])=[C:14]([O:17][CH3:18])[CH:13]=[C:12]([O:19][CH3:20])[C:11]=2[F:21])=[CH:6][N:5]=[C:4]2[N:22]([S:25]([C:28]3[CH:33]=[CH:32][CH:31]=[CH:30][CH:29]=3)(=[O:27])=[O:26])[CH:23]=[CH:24][C:3]=12.[Si:34]([O:41][CH2:42][CH2:43][NH2:44])([C:37]([CH3:40])([CH3:39])[CH3:38])([CH3:36])[CH3:35].C(=O)([O-])[O-].[Cs+].[Cs+]. (8) Given the product [F:9][C:5]1[CH:6]=[C:7]([NH2:8])[C:2]([C:15]#[C:14][Si:11]([CH3:13])([CH3:12])[CH3:10])=[N:3][CH:4]=1, predict the reactants needed to synthesize it. The reactants are: Br[C:2]1[C:7]([NH2:8])=[CH:6][C:5]([F:9])=[CH:4][N:3]=1.[CH3:10][Si:11]([C:14]#[CH:15])([CH3:13])[CH3:12]. (9) Given the product [NH2:20][C@@H:21]1[CH2:25][CH2:24][N:23]([C:2]2[C:11]3[C:6](=[CH:7][CH:8]=[C:9]([C:12]#[N:13])[CH:10]=3)[N:5]=[CH:4][CH:3]=2)[CH2:22]1, predict the reactants needed to synthesize it. The reactants are: Br[C:2]1[C:11]2[C:6](=[CH:7][CH:8]=[C:9]([C:12]#[N:13])[CH:10]=2)[N:5]=[CH:4][CH:3]=1.C(OC(=O)[NH:20][C@@H:21]1[CH2:25][CH2:24][NH:23][CH2:22]1)(C)(C)C. (10) Given the product [CH2:20]([N:18]1[CH:19]=[C:15]([C:4]2[CH:3]=[C:2]([OH:22])[C:11]3[C:6](=[C:7]([CH3:14])[C:8]([O:12][CH3:13])=[CH:9][CH:10]=3)[N:5]=2)[CH:16]=[N:17]1)[CH3:21], predict the reactants needed to synthesize it. The reactants are: Cl[C:2]1[C:11]2[C:6](=[C:7]([CH3:14])[C:8]([O:12][CH3:13])=[CH:9][CH:10]=2)[N:5]=[C:4]([C:15]2[CH:16]=[N:17][N:18]([CH2:20][CH3:21])[CH:19]=2)[CH:3]=1.[OH-:22].[K+].